The task is: Predict the reactants needed to synthesize the given product.. This data is from Full USPTO retrosynthesis dataset with 1.9M reactions from patents (1976-2016). Given the product [Cl:14][C:15]1[CH:20]=[CH:19][C:18]([S:21]([NH:1][C:2]2[CH:7]=[C:6]([Cl:8])[CH:5]=[CH:4][C:3]=2[S:9][CH2:11][CH2:12][OH:13])(=[O:22])=[O:23])=[CH:17][C:16]=1[C:25]([F:28])([F:26])[F:27], predict the reactants needed to synthesize it. The reactants are: [NH2:1][C:2]1[CH:7]=[C:6]([Cl:8])[CH:5]=[CH:4][C:3]=1[SH:9].Br[CH2:11][CH2:12][OH:13].[Cl:14][C:15]1[CH:20]=[CH:19][C:18]([S:21](Cl)(=[O:23])=[O:22])=[CH:17][C:16]=1[C:25]([F:28])([F:27])[F:26].